From a dataset of NCI-60 drug combinations with 297,098 pairs across 59 cell lines. Regression. Given two drug SMILES strings and cell line genomic features, predict the synergy score measuring deviation from expected non-interaction effect. (1) Drug 1: CCC1=CC2CC(C3=C(CN(C2)C1)C4=CC=CC=C4N3)(C5=C(C=C6C(=C5)C78CCN9C7C(C=CC9)(C(C(C8N6C)(C(=O)OC)O)OC(=O)C)CC)OC)C(=O)OC.C(C(C(=O)O)O)(C(=O)O)O. Drug 2: CCN(CC)CCNC(=O)C1=C(NC(=C1C)C=C2C3=C(C=CC(=C3)F)NC2=O)C. Cell line: T-47D. Synergy scores: CSS=29.5, Synergy_ZIP=-4.21, Synergy_Bliss=2.48, Synergy_Loewe=1.30, Synergy_HSA=0.808. (2) Drug 1: C1CN1C2=NC(=NC(=N2)N3CC3)N4CC4. Drug 2: C1CCN(CC1)CCOC2=CC=C(C=C2)C(=O)C3=C(SC4=C3C=CC(=C4)O)C5=CC=C(C=C5)O. Cell line: SK-MEL-28. Synergy scores: CSS=13.0, Synergy_ZIP=-0.235, Synergy_Bliss=5.33, Synergy_Loewe=0.110, Synergy_HSA=-0.185. (3) Drug 1: CS(=O)(=O)C1=CC(=C(C=C1)C(=O)NC2=CC(=C(C=C2)Cl)C3=CC=CC=N3)Cl. Drug 2: CCN(CC)CCNC(=O)C1=C(NC(=C1C)C=C2C3=C(C=CC(=C3)F)NC2=O)C. Cell line: UACC62. Synergy scores: CSS=3.65, Synergy_ZIP=-0.674, Synergy_Bliss=1.42, Synergy_Loewe=-0.829, Synergy_HSA=0.422.